Predict the product of the given reaction. From a dataset of Forward reaction prediction with 1.9M reactions from USPTO patents (1976-2016). (1) Given the reactants [NH2:1][C:2]1[N:10]=[C:9]([CH2:11][O:12][CH3:13])[CH:8]=[CH:7][C:3]=1[C:4]([OH:6])=O.Cl.[O:15]([C:22]1[CH:23]=[C:24]([CH:27]=[CH:28][CH:29]=1)[CH2:25][NH2:26])[C:16]1[CH:21]=[CH:20][CH:19]=[CH:18][CH:17]=1.C(N(CC)CC)C.CN([P+](ON1N=NC2C=CC=CC1=2)(N(C)C)N(C)C)C.F[P-](F)(F)(F)(F)F, predict the reaction product. The product is: [O:15]([C:22]1[CH:23]=[C:24]([CH2:25][NH:26][C:4](=[O:6])[C:3]2[CH:7]=[CH:8][C:9]([CH2:11][O:12][CH3:13])=[N:10][C:2]=2[NH2:1])[CH:27]=[CH:28][CH:29]=1)[C:16]1[CH:17]=[CH:18][CH:19]=[CH:20][CH:21]=1. (2) Given the reactants [CH2:1]([O:3][C:4]([C:6]1([CH3:27])[CH2:11][CH2:10][N:9]([C:12]2[CH2:26][C:15]3([CH2:18][N:17](C(OC(C)(C)C)=O)[CH2:16]3)[O:14][N:13]=2)[CH2:8][CH2:7]1)=[O:5])[CH3:2].[CH:28]1([C:31]2[CH:36]=[C:35]([CH:37]=O)[C:34]([O:39][CH:40]3[CH2:43][O:42][CH2:41]3)=[CH:33][C:32]=2[C:44]2[CH:49]=[CH:48][C:47]([F:50])=[CH:46][CH:45]=2)[CH2:30][CH2:29]1, predict the reaction product. The product is: [CH:28]1([C:31]2[CH:36]=[C:35]([CH2:37][N:17]3[CH2:16][C:15]4([CH2:26][C:12]([N:9]5[CH2:10][CH2:11][C:6]([CH3:27])([C:4]([O:3][CH2:1][CH3:2])=[O:5])[CH2:7][CH2:8]5)=[N:13][O:14]4)[CH2:18]3)[C:34]([O:39][CH:40]3[CH2:41][O:42][CH2:43]3)=[CH:33][C:32]=2[C:44]2[CH:45]=[CH:46][C:47]([F:50])=[CH:48][CH:49]=2)[CH2:29][CH2:30]1. (3) Given the reactants [N:1]1([CH2:7][CH2:8][CH2:9][O:10][C:11]2[CH:16]=[CH:15][C:14]([C:17](=[O:19])[CH3:18])=[CH:13][CH:12]=2)[CH2:6][CH2:5][CH2:4][CH2:3][CH2:2]1.[CH2:20]=O.[NH:22]([CH3:24])[CH3:23].Cl.Cl, predict the reaction product. The product is: [CH3:23][N:22]([CH3:20])[CH2:24][CH2:18][C:17]([C:14]1[CH:13]=[CH:12][C:11]([O:10][CH2:9][CH2:8][CH2:7][N:1]2[CH2:6][CH2:5][CH2:4][CH2:3][CH2:2]2)=[CH:16][CH:15]=1)=[O:19]. (4) Given the reactants [F:1][C:2]1[CH:7]=[CH:6][CH:5]=[CH:4][C:3]=1[NH:8][C:9](=[O:32])[NH:10][C:11]1[CH:16]=[CH:15][C:14]([C:17]2[CH:21]=[C:20]([C:22]([NH:24][C@@H:25]([CH2:30][OH:31])[C:26]([O:28]C)=[O:27])=[O:23])[O:19][N:18]=2)=[CH:13][CH:12]=1.CC(C)C(NC(C1ON=C(C2C=CC(NC(NC3C=CC(C(F)(F)F)=CC=3)=O)=CC=2)C=1)=O)C(OC)=O.O.[OH-].[Li+].Cl, predict the reaction product. The product is: [F:1][C:2]1[CH:7]=[CH:6][CH:5]=[CH:4][C:3]=1[NH:8][C:9](=[O:32])[NH:10][C:11]1[CH:12]=[CH:13][C:14]([C:17]2[CH:21]=[C:20]([C:22]([NH:24][C@@H:25]([CH2:30][OH:31])[C:26]([OH:28])=[O:27])=[O:23])[O:19][N:18]=2)=[CH:15][CH:16]=1. (5) Given the reactants [C:1]1([Mg]Br)[CH:6]=[CH:5][CH:4]=[CH:3][CH:2]=1.[O:9]1[C:13]2([CH2:18][CH2:17][C:16](=[O:19])[CH2:15][CH2:14]2)[O:12][CH2:11][CH2:10]1, predict the reaction product. The product is: [C:1]1([C:16]2([OH:19])[CH2:17][CH2:18][C:13]3([O:12][CH2:11][CH2:10][O:9]3)[CH2:14][CH2:15]2)[CH:6]=[CH:5][CH:4]=[CH:3][CH:2]=1.